This data is from Full USPTO retrosynthesis dataset with 1.9M reactions from patents (1976-2016). The task is: Predict the reactants needed to synthesize the given product. (1) The reactants are: [F:1][C:2]1[CH:10]=[C:9]([F:11])[CH:8]=[C:7]2[C:3]=1[C:4](=[O:13])C(=O)[NH:6]2.[OH-:14].[Na+]. Given the product [NH2:6][C:7]1[CH:8]=[C:9]([F:11])[CH:10]=[C:2]([F:1])[C:3]=1[C:4]([OH:13])=[O:14], predict the reactants needed to synthesize it. (2) Given the product [Br:1][CH2:2][CH2:3][O:11][C:12]1[CH:13]=[CH:14][C:15]([C:16]([O:18][CH3:19])=[O:17])=[CH:20][CH:21]=1, predict the reactants needed to synthesize it. The reactants are: [Br:1][CH2:2][CH2:3]Br.C([O-])([O-])=O.[Cs+].[Cs+].[OH:11][C:12]1[CH:21]=[CH:20][C:15]([C:16]([O:18][CH3:19])=[O:17])=[CH:14][CH:13]=1. (3) Given the product [C:1]([C:4]1[CH:33]=[CH:32][C:7]2[NH:8][C:9]([C:11]3[CH:12]=[C:13]([C:29]([NH:34][CH2:35][CH2:36][S:37]([OH:40])(=[O:39])=[O:38])=[O:30])[CH:14]=[C:15]([C:18]4[CH:23]=[C:22]([S:24](=[O:27])(=[O:26])[NH2:25])[CH:21]=[CH:20][C:19]=4[OH:28])[C:16]=3[OH:17])=[N:10][C:6]=2[CH:5]=1)(=[NH:3])[NH2:2], predict the reactants needed to synthesize it. The reactants are: [C:1]([C:4]1[CH:33]=[CH:32][C:7]2[NH:8][C:9]([C:11]3[CH:12]=[C:13]([C:29](O)=[O:30])[CH:14]=[C:15]([C:18]4[CH:23]=[C:22]([S:24](=[O:27])(=[O:26])[NH2:25])[CH:21]=[CH:20][C:19]=4[OH:28])[C:16]=3[OH:17])=[N:10][C:6]=2[CH:5]=1)(=[NH:3])[NH2:2].[NH2:34][CH2:35][CH2:36][S:37]([O-:40])(=[O:39])=[O:38].[Li+]. (4) Given the product [F:1][C:2]1[CH:3]=[CH:4][C:5]2[N:6]([C:8]([N:11]3[CH2:12][CH2:13][CH:14]([CH2:17][O:18][Si:29]([CH:33]([CH3:35])[CH3:34])([CH:30]([CH3:32])[CH3:31])[CH:26]([CH3:28])[CH3:27])[CH2:15][CH2:16]3)=[N:9][N:10]=2)[CH:7]=1, predict the reactants needed to synthesize it. The reactants are: [F:1][C:2]1[CH:3]=[CH:4][C:5]2[N:6]([C:8]([N:11]3[CH2:16][CH2:15][CH:14]([CH2:17][OH:18])[CH2:13][CH2:12]3)=[N:9][N:10]=2)[CH:7]=1.CCN(CC)CC.[CH:26]([Si:29](OS(C(F)(F)F)(=O)=O)([CH:33]([CH3:35])[CH3:34])[CH:30]([CH3:32])[CH3:31])([CH3:28])[CH3:27]. (5) Given the product [CH3:24][C:40]([CH3:41])([CH3:42])[CH2:39][N:38]1[C:33]2[C:34](=[N:35][C:30]([C:7]3[CH2:8][CH:9]4[CH2:13][N:12]([C:14]([O:16][C:17]([CH3:20])([CH3:19])[CH3:18])=[O:15])[CH2:11][CH:10]4[CH:21]=3)=[CH:31][CH:32]=2)[N:36]([CH3:44])[C:37]1=[O:43], predict the reactants needed to synthesize it. The reactants are: FC(F)(F)S(O[C:7]1[CH2:8][CH:9]2[CH2:13][N:12]([C:14]([O:16][C:17]([CH3:20])([CH3:19])[CH3:18])=[O:15])[CH2:11][CH:10]2[CH:21]=1)(=O)=O.[C:24]([O-])(=O)C.[K+].Cl[C:30]1[N:35]=[C:34]2[N:36]([CH3:44])[C:37](=[O:43])[N:38]([CH2:39][CH:40]3[CH2:42][CH2:41]3)[C:33]2=[CH:32][CH:31]=1.C([O-])([O-])=O.[Cs+].[Cs+]. (6) Given the product [N:1]1[CH:6]=[CH:5][CH:4]=[C:3]([CH:7]2[CH2:11][CH2:10][N:9]([C:12]([N:14]3[C:23]4[C:18](=[CH:19][CH:20]=[CH:21][CH:22]=4)[NH:17][CH2:16][CH2:15]3)=[O:13])[CH2:8]2)[CH:2]=1, predict the reactants needed to synthesize it. The reactants are: [N:1]1[CH:6]=[CH:5][CH:4]=[C:3]([CH:7]2[CH2:11][CH2:10][N:9]([C:12]([N:14]3[C:23]4[C:18](=[CH:19][CH:20]=[CH:21][CH:22]=4)[N:17](C(OC(C)(C)C)=O)[CH2:16][CH2:15]3)=[O:13])[CH2:8]2)[CH:2]=1.Cl. (7) Given the product [Cl:9][C:10]1[C:11](=[O:23])[N:12]([C:16]2[CH:21]=[CH:20][C:19]([I:22])=[CH:18][CH:17]=2)[CH2:13][CH2:14][CH:15]=1, predict the reactants needed to synthesize it. The reactants are: C(=O)([O-])[O-].[Li+].[Li+].[Cl-].[Li+].[Cl:9][C:10]1(Cl)[CH2:15][CH2:14][CH2:13][N:12]([C:16]2[CH:21]=[CH:20][C:19]([I:22])=[CH:18][CH:17]=2)[C:11]1=[O:23].CN(C)C=O.